From a dataset of Reaction yield outcomes from USPTO patents with 853,638 reactions. Predict the reaction yield, written as a fraction of the theoretical maximum amount of product (1.0 means a 100% yield; for example, 0.34 means a 34% yield). (1) The reactants are FC1C=C2C(C(I)=CN2S(C2C=CC=CC=2)(=O)=O)=CC=1.C1(S([N:30]2[C:38]3[C:33](=[CH:34][CH:35]=[C:36]([F:39])[CH:37]=3)[C:32]([C:40]3[CH:41]=[CH:42][C:43]4[N:47]=[C:46]([CH2:48][CH2:49][NH2:50])[NH:45][C:44]=4[CH:51]=3)=[CH:31]2)(=O)=O)C=CC=CC=1. No catalyst specified. The product is [F:39][C:36]1[CH:37]=[C:38]2[C:33]([C:32]([C:40]3[CH:41]=[CH:42][C:43]4[N:47]=[C:46]([CH2:48][CH2:49][NH2:50])[NH:45][C:44]=4[CH:51]=3)=[CH:31][NH:30]2)=[CH:34][CH:35]=1. The yield is 0.150. (2) The reactants are Cl.[C@@H:2]12[CH2:8][C@@H:5]([CH2:6][CH2:7]1)[C@H:4]([C:9]([NH:11][CH2:12][C:13]1[CH:22]=[CH:21][C:16]([C:17]([O:19][CH3:20])=[O:18])=[CH:15][CH:14]=1)=[O:10])[NH:3]2.[O:23]([CH2:30][CH:31]=O)[C:24]1[CH:29]=[CH:28][CH:27]=[CH:26][CH:25]=1.C(O)(=O)C.C([BH3-])#N.[Na+]. The product is [O:23]([CH2:30][CH2:31][N:3]1[C@@H:4]([C:9]([NH:11][CH2:12][C:13]2[CH:14]=[CH:15][C:16]([C:17]([O:19][CH3:20])=[O:18])=[CH:21][CH:22]=2)=[O:10])[C@H:5]2[CH2:8][C@@H:2]1[CH2:7][CH2:6]2)[C:24]1[CH:29]=[CH:28][CH:27]=[CH:26][CH:25]=1. The yield is 0.640. The catalyst is CO. (3) The reactants are [C:1]([C:5]1[CH:6]=[C:7]([C:15]2[CH:20]=[CH:19][C:18](/[CH:21]=[CH:22]/[CH2:23][OH:24])=[CH:17][CH:16]=2)[CH:8]=[C:9]([C:11]([CH3:14])([CH3:13])[CH3:12])[CH:10]=1)([CH3:4])([CH3:3])[CH3:2].[CH2:25]([O:27][C@@H:28]([CH2:34][C:35]1[CH:40]=[CH:39][C:38](O)=[CH:37][CH:36]=1)[C:29]([O:31][CH2:32][CH3:33])=[O:30])[CH3:26]. No catalyst specified. The product is [C:11]([C:9]1[CH:8]=[C:7]([C:15]2[CH:16]=[CH:17][C:18](/[CH:21]=[CH:22]/[CH2:23][O:24][C:38]3[CH:37]=[CH:36][C:35]([CH2:34][C@H:28]([O:27][CH2:25][CH3:26])[C:29]([O:31][CH2:32][CH3:33])=[O:30])=[CH:40][CH:39]=3)=[CH:19][CH:20]=2)[CH:6]=[C:5]([C:1]([CH3:2])([CH3:3])[CH3:4])[CH:10]=1)([CH3:14])([CH3:13])[CH3:12]. The yield is 0.510. (4) The reactants are [Br:1][C:2]1[CH:3]=[C:4]([NH2:10])[C:5]([O:8][CH3:9])=[N:6][CH:7]=1.[CH:11]1([S:14](Cl)(=[O:16])=[O:15])[CH2:13][CH2:12]1. The catalyst is N1C=CC=CC=1. The product is [Br:1][C:2]1[CH:3]=[C:4]([NH:10][S:14]([CH:11]2[CH2:13][CH2:12]2)(=[O:16])=[O:15])[C:5]([O:8][CH3:9])=[N:6][CH:7]=1. The yield is 0.600.